This data is from Reaction yield outcomes from USPTO patents with 853,638 reactions. The task is: Predict the reaction yield, written as a fraction of the theoretical maximum amount of product (1.0 means a 100% yield; for example, 0.34 means a 34% yield). (1) The reactants are [C:1]([Si:5]([CH3:20])([CH3:19])[O:6][C:7]1[CH:15]=[C:14]2[C:10]([CH:11]=[C:12](B(O)O)[NH:13]2)=[CH:9][CH:8]=1)([CH3:4])([CH3:3])[CH3:2].[C:21]([O:25][C:26]([N:28]1[C:32]2[CH:33]=[C:34]([C:36]([CH3:44])([CH3:43])[O:37][SiH2:38][C:39]([CH3:42])([CH3:41])[CH3:40])[S:35][C:31]=2[C:30](I)=[N:29]1)=[O:27])([CH3:24])([CH3:23])[CH3:22].[C:46](=[O:49])([O-])[O-:47].[Cs+].[Cs+]. The catalyst is O1CCOCC1.C1C=CC(P(C2C=CC=CC=2)[C-]2C=CC=C2)=CC=1.C1C=CC(P(C2C=CC=CC=2)[C-]2C=CC=C2)=CC=1.Cl[Pd]Cl.[Fe+2]. The product is [C:1]([O:47][C:46]([N:13]1[C:14]2[C:10](=[CH:9][CH:8]=[C:7]([O:6][Si:5]([C:1]([CH3:4])([CH3:3])[CH3:2])([CH3:20])[CH3:19])[CH:15]=2)[CH:11]=[C:12]1[C:30]1[C:31]2[S:35][C:34]([C:36]([CH3:44])([CH3:43])[O:37][SiH2:38][C:39]([CH3:42])([CH3:41])[CH3:40])=[CH:33][C:32]=2[N:28]([C:26]([O:25][C:21]([CH3:24])([CH3:23])[CH3:22])=[O:27])[N:29]=1)=[O:49])([CH3:4])([CH3:3])[CH3:2]. The yield is 0.760. (2) The reactants are N1C=CC=CC=1.[CH3:7][O:8][C:9]1[CH:14]=[CH:13][C:12]([CH2:15][CH2:16][CH2:17][CH2:18][OH:19])=[CH:11][CH:10]=1.[C:20]1([CH3:30])[CH:25]=[CH:24][C:23]([S:26](Cl)(=[O:28])=[O:27])=[CH:22][CH:21]=1. The catalyst is C(Cl)(Cl)Cl. The product is [CH3:7][O:8][C:9]1[CH:14]=[CH:13][C:12]([CH2:15][CH2:16][CH2:17][CH2:18][O:19][S:26]([C:23]2[CH:24]=[CH:25][C:20]([CH3:30])=[CH:21][CH:22]=2)(=[O:28])=[O:27])=[CH:11][CH:10]=1. The yield is 0.660.